This data is from Reaction yield outcomes from USPTO patents with 853,638 reactions. The task is: Predict the reaction yield, written as a fraction of the theoretical maximum amount of product (1.0 means a 100% yield; for example, 0.34 means a 34% yield). The reactants are [C:1]([O:5][C:6]([NH:8][C:9]1[S:17][C:16]2[C:11](=[N:12][C:13]([Cl:18])=[CH:14][CH:15]=2)[C:10]=1[C:19]([O:21]CC)=[O:20])=[O:7])([CH3:4])([CH3:3])[CH3:2].O[Li].O. The catalyst is C1COCC1.CO.O. The product is [C:1]([O:5][C:6]([NH:8][C:9]1[S:17][C:16]2[C:11](=[N:12][C:13]([Cl:18])=[CH:14][CH:15]=2)[C:10]=1[C:19]([OH:21])=[O:20])=[O:7])([CH3:4])([CH3:2])[CH3:3]. The yield is 0.990.